This data is from Full USPTO retrosynthesis dataset with 1.9M reactions from patents (1976-2016). The task is: Predict the reactants needed to synthesize the given product. (1) The reactants are: [C:1]([O:5][C:6]([NH:8][C@H:9]1[CH2:14][CH2:13][C@H:12]([NH:15][C:16]2[C:21]([CH3:22])=[C:20]([N:23]([O:35][C:36]([CH3:39])([CH3:38])[CH3:37])[C:24]([C:26]3[CH:31]=[CH:30][C:29]([O:32][CH2:33][CH3:34])=[CH:28][CH:27]=3)=[O:25])[N:19]3[N:40]=[CH:41][C:42]([C:43]([OH:45])=O)=[C:18]3[N:17]=2)[CH2:11][CH2:10]1)=[O:7])([CH3:4])([CH3:3])[CH3:2].Cl.C([N:49]=C=NCCCN(C)C)C.C(N(CC)CC)C.N. Given the product [C:1]([O:5][C:6]([NH:8][C@H:9]1[CH2:10][CH2:11][C@H:12]([NH:15][C:16]2[C:21]([CH3:22])=[C:20]([N:23]([O:35][C:36]([CH3:37])([CH3:39])[CH3:38])[C:24]([C:26]3[CH:31]=[CH:30][C:29]([O:32][CH2:33][CH3:34])=[CH:28][CH:27]=3)=[O:25])[N:19]3[N:40]=[CH:41][C:42]([C:43]([NH2:49])=[O:45])=[C:18]3[N:17]=2)[CH2:13][CH2:14]1)=[O:7])([CH3:3])([CH3:2])[CH3:4], predict the reactants needed to synthesize it. (2) Given the product [CH3:1][N:2]1[C:31](=[O:32])[CH:5]2[CH:6](/[CH:13]=[CH:14]/[C:15]3[CH:20]=[CH:19][C:18]([C:21]4[CH:26]=[CH:25][S:58][CH:22]=4)=[CH:17][N:16]=3)[N:7]3[CH:12]([CH:4]2[C:3]1=[O:33])[CH2:11][CH2:10][CH2:9][CH2:8]3, predict the reactants needed to synthesize it. The reactants are: [CH3:1][N:2]1[C:31](=[O:32])[CH:5]2[CH:6](/[CH:13]=[CH:14]/[C:15]3[CH:20]=[CH:19][C:18]([C:21]4[CH:26]=[CH:25]C=C(C(F)(F)F)[CH:22]=4)=[CH:17][N:16]=3)[N:7]3[CH:12]([CH:4]2[C:3]1=[O:33])[CH2:11][CH2:10][CH2:9][CH2:8]3.BrC1C=CC(/C=C/C2N3C(CCCC3)C3C(=O)N(C)C(=O)C23)=NC=1.[S:58]1C=CC(B(O)O)=C1. (3) Given the product [N:4]1([C:7]2[CH:13]=[CH:12][C:10]([NH:11][C:14](=[O:16])[CH3:15])=[CH:9][CH:8]=2)[CH2:3][CH2:2][O:1][CH2:6][CH2:5]1, predict the reactants needed to synthesize it. The reactants are: [O:1]1[CH2:6][CH2:5][N:4]([C:7]2[CH:13]=[CH:12][C:10]([NH2:11])=[CH:9][CH:8]=2)[CH2:3][CH2:2]1.[C:14](OC(=O)C)(=[O:16])[CH3:15].